Task: Regression. Given a peptide amino acid sequence and an MHC pseudo amino acid sequence, predict their binding affinity value. This is MHC class I binding data.. Dataset: Peptide-MHC class I binding affinity with 185,985 pairs from IEDB/IMGT The peptide sequence is FYHISTGGY. The MHC is HLA-A02:01 with pseudo-sequence HLA-A02:01. The binding affinity (normalized) is 0.0847.